This data is from Catalyst prediction with 721,799 reactions and 888 catalyst types from USPTO. The task is: Predict which catalyst facilitates the given reaction. (1) Reactant: [C:1]1([CH:7]([C:11]2[CH:16]=[CH:15][CH:14]=[CH:13][CH:12]=2)[C:8]([OH:10])=O)[CH:6]=[CH:5][CH:4]=[CH:3][CH:2]=1.FC(F)(F)C(OC(=O)C(F)(F)F)=O.[C:30]([C:34]1[CH:39]=[CH:38][C:37]([N:40]2[CH:45]=[CH:44][C:43]([CH3:47])([CH3:46])[CH2:42][CH2:41]2)=[CH:36][CH:35]=1)([CH3:33])([CH3:32])[CH3:31].C(N(CC)CC)C. Product: [C:30]([C:34]1[CH:39]=[CH:38][C:37]([N:40]2[CH2:45][CH2:44][C:43]([CH3:47])([CH3:46])[C:42]([C:8](=[O:10])[CH:7]([C:1]3[CH:2]=[CH:3][CH:4]=[CH:5][CH:6]=3)[C:11]3[CH:16]=[CH:15][CH:14]=[CH:13][CH:12]=3)=[CH:41]2)=[CH:36][CH:35]=1)([CH3:33])([CH3:31])[CH3:32]. The catalyst class is: 34. (2) Reactant: [Cl:1][C:2]1[CH:23]=[CH:22][C:5]([CH2:6][N:7]2[CH:12]=[C:11]([C:13]3[CH:18]=[CH:17][C:16]([CH2:19]O)=[CH:15][CH:14]=3)[CH:10]=[CH:9][C:8]2=[O:21])=[CH:4][CH:3]=1.C1C(=O)N([Br:31])C(=O)C1.C1C=CC(P(C2C=CC=CC=2)C2C=CC=CC=2)=CC=1. Product: [Cl:1][C:2]1[CH:23]=[CH:22][C:5]([CH2:6][N:7]2[CH:12]=[C:11]([C:13]3[CH:18]=[CH:17][C:16]([CH2:19][Br:31])=[CH:15][CH:14]=3)[CH:10]=[CH:9][C:8]2=[O:21])=[CH:4][CH:3]=1. The catalyst class is: 1. (3) Reactant: [H-].[Al+3].[Li+].[H-].[H-].[H-].C([O:9][C:10]([CH2:12][C:13]1[C:14]2[CH:21]=[CH:20][CH:19]=[C:18]([C:22](OC)=[O:23])[C:15]=2[S:16][CH:17]=1)=O)C.C(OCC)(=O)C.O. Product: [OH:23][CH2:22][C:18]1[C:15]2[S:16][CH:17]=[C:13]([CH2:12][CH2:10][OH:9])[C:14]=2[CH:21]=[CH:20][CH:19]=1. The catalyst class is: 1. (4) Reactant: [C:1]([C:5]1[CH:10]=[CH:9][C:8]([C:11]2[N:12](CC3C=CC(F)=CC=3)[C:13]([CH2:16][OH:17])=[N:14][N:15]=2)=[CH:7][CH:6]=1)([CH3:4])([CH3:3])[CH3:2]. Product: [C:1]([C:5]1[CH:6]=[CH:7][C:8]([C:11]2[NH:12][C:13]([CH2:16][OH:17])=[N:14][N:15]=2)=[CH:9][CH:10]=1)([CH3:4])([CH3:2])[CH3:3]. The catalyst class is: 5. (5) Reactant: [Cl:1][C:2]1[C:3]([C:19]2[S:23][C:22]3[CH:24]=[C:25](S[Si](C(C)C)(C(C)C)C(C)C)[CH:26]=[CH:27][C:21]=3[CH:20]=2)=[N:4][C:5]([NH:8][CH2:9][CH2:10][CH2:11][N:12]2[CH2:17][CH2:16][N:15]([CH3:18])[CH2:14][CH2:13]2)=[N:6][CH:7]=1.[N+]([O-])([O-])=O.[K+].[S:44](Cl)(Cl)(=[O:46])=[O:45].[OH-].[NH4+:50]. Product: [Cl:1][C:2]1[C:3]([C:19]2[S:23][C:22]3[CH:24]=[C:25]([S:44]([NH2:50])(=[O:46])=[O:45])[CH:26]=[CH:27][C:21]=3[CH:20]=2)=[N:4][C:5]([NH:8][CH2:9][CH2:10][CH2:11][N:12]2[CH2:17][CH2:16][N:15]([CH3:18])[CH2:14][CH2:13]2)=[N:6][CH:7]=1. The catalyst class is: 47.